Dataset: Reaction yield outcomes from USPTO patents with 853,638 reactions. Task: Predict the reaction yield, written as a fraction of the theoretical maximum amount of product (1.0 means a 100% yield; for example, 0.34 means a 34% yield). The reactants are [CH2:1]([O:3][C:4]1[N:5]=[CH:6][C:7]2[C:12]([C:13]=1[C:14]([O:16]CC)=[O:15])=[CH:11][CH:10]=[CH:9][CH:8]=2)[CH3:2].[OH-].[Na+]. The catalyst is CO. The product is [CH2:1]([O:3][C:4]1[N:5]=[CH:6][C:7]2[C:12]([C:13]=1[C:14]([OH:16])=[O:15])=[CH:11][CH:10]=[CH:9][CH:8]=2)[CH3:2]. The yield is 0.650.